From a dataset of Catalyst prediction with 721,799 reactions and 888 catalyst types from USPTO. Predict which catalyst facilitates the given reaction. (1) Reactant: [CH2:1]([O:3][C:4](=[O:32])[C:5]([O:8][C:9]1[CH:14]=[CH:13][C:12]([O:15][CH2:16][CH2:17][C:18]2[N:19]=[C:20]([C:24]3[CH:29]=[CH:28][C:27]([C:30]#[N:31])=[CH:26][CH:25]=3)[O:21][C:22]=2[CH3:23])=[CH:11][CH:10]=1)([CH3:7])[CH3:6])[CH3:2].C(=O)([O-])[O-:34].[K+].[K+].OO. Product: [CH2:1]([O:3][C:4](=[O:32])[C:5]([O:8][C:9]1[CH:10]=[CH:11][C:12]([O:15][CH2:16][CH2:17][C:18]2[N:19]=[C:20]([C:24]3[CH:29]=[CH:28][C:27]([C:30](=[O:34])[NH2:31])=[CH:26][CH:25]=3)[O:21][C:22]=2[CH3:23])=[CH:13][CH:14]=1)([CH3:7])[CH3:6])[CH3:2]. The catalyst class is: 16. (2) Reactant: [C:1](Cl)(=[O:3])[CH3:2].[NH2:5][C@H:6]([C:13]1[CH:18]=[CH:17][CH:16]=[C:15]([F:19])[CH:14]=1)[CH2:7][C:8]([O:10][CH2:11][CH3:12])=[O:9].O.Cl. Product: [C:1]([NH:5][C@H:6]([C:13]1[CH:18]=[CH:17][CH:16]=[C:15]([F:19])[CH:14]=1)[CH2:7][C:8]([O:10][CH2:11][CH3:12])=[O:9])(=[O:3])[CH3:2]. The catalyst class is: 4. (3) The catalyst class is: 9. Product: [F:10][CH:11]1[CH2:14][N:13]([C:15]2[CH:16]=[C:17]([CH:21]3[C:30]([CH3:31])([CH3:32])[CH2:29][C:28]4[C:23](=[CH:24][CH:25]=[C:26]([C:33]([NH:9][S:6]([CH:3]5[CH2:5][CH2:4]5)(=[O:8])=[O:7])=[O:34])[CH:27]=4)[NH:22]3)[CH:18]=[CH:19][CH:20]=2)[CH2:12]1. Reactant: [H-].[Na+].[CH:3]1([S:6]([NH2:9])(=[O:8])=[O:7])[CH2:5][CH2:4]1.[F:10][CH:11]1[CH2:14][N:13]([C:15]2[CH:16]=[C:17]([CH:21]3[C:30]([CH3:32])([CH3:31])[CH2:29][C:28]4[C:23](=[CH:24][CH:25]=[C:26]([C:33](O)=[O:34])[CH:27]=4)[NH:22]3)[CH:18]=[CH:19][CH:20]=2)[CH2:12]1.C(N1C=CN=C1)(N1C=CN=C1)=O. (4) Reactant: [CH3:1][C:2]1[C:3]([NH:8][CH2:9][CH:10]2[CH2:15][CH2:14][NH:13][CH2:12][CH2:11]2)=[N:4][CH:5]=[N:6][CH:7]=1.O=C1CCC(=O)N1[O:23][C:24](=O)[O:25][CH2:26][C:27]1[CH:32]=[CH:31][CH:30]=[CH:29][CH:28]=1. Product: [CH2:26]([O:25][C:24]([N:13]1[CH2:14][CH2:15][CH:10]([CH2:9][NH:8][C:3]2[C:2]([CH3:1])=[CH:7][N:6]=[CH:5][N:4]=2)[CH2:11][CH2:12]1)=[O:23])[C:27]1[CH:32]=[CH:31][CH:30]=[CH:29][CH:28]=1. The catalyst class is: 3. (5) Reactant: [H-].[Na+].[CH3:3][O:4][CH2:5][CH2:6][OH:7].F[C:9]1[CH:14]=[CH:13][CH:12]=[C:11]([F:15])[N:10]=1. Product: [F:15][C:11]1[CH:12]=[CH:13][CH:14]=[C:9]([O:7][CH2:6][CH2:5][O:4][CH3:3])[N:10]=1. The catalyst class is: 3.